Dataset: Peptide-MHC class II binding affinity with 134,281 pairs from IEDB. Task: Regression. Given a peptide amino acid sequence and an MHC pseudo amino acid sequence, predict their binding affinity value. This is MHC class II binding data. (1) The peptide sequence is AFILDGDNLFPKF. The MHC is DRB3_0101 with pseudo-sequence DRB3_0101. The binding affinity (normalized) is 0.944. (2) The peptide sequence is EAKYDAYVATLSEALRIIAG. The MHC is DRB1_0405 with pseudo-sequence DRB1_0405. The binding affinity (normalized) is 0.593. (3) The peptide sequence is YDKYLANVSTVLTGK. The MHC is DRB1_0802 with pseudo-sequence DRB1_0802. The binding affinity (normalized) is 0.836. (4) The peptide sequence is SPQQICSNFKIQLVF. The MHC is DRB1_0101 with pseudo-sequence DRB1_0101. The binding affinity (normalized) is 0.526. (5) The peptide sequence is TWHYDDENPYKTWAYHG. The MHC is DRB1_0101 with pseudo-sequence DRB1_0101. The binding affinity (normalized) is 0.473. (6) The peptide sequence is CKDIKLSDISLKLTS. The binding affinity (normalized) is 0.0588. The MHC is HLA-DQA10401-DQB10402 with pseudo-sequence HLA-DQA10401-DQB10402. (7) The peptide sequence is TIAAMMTSPLSVASM. The MHC is DRB1_1302 with pseudo-sequence DRB1_1302. The binding affinity (normalized) is 0.646.